This data is from Reaction yield outcomes from USPTO patents with 853,638 reactions. The task is: Predict the reaction yield, written as a fraction of the theoretical maximum amount of product (1.0 means a 100% yield; for example, 0.34 means a 34% yield). The reactants are [NH2:1][C:2]1[C:11]2[C:6](=[C:7](Br)[CH:8]=[CH:9][CH:10]=2)[N:5]=[N:4][C:3]=1[C:13]([NH:15][CH:16]1[CH2:18][CH2:17]1)=[O:14].[CH3:19][O:20][C:21]1[CH:26]=[C:25]([O:27][CH3:28])[CH:24]=[CH:23][C:22]=1B(O)O. No catalyst specified. The product is [NH2:1][C:2]1[C:11]2[C:6](=[C:7]([C:24]3[CH:23]=[CH:22][C:21]([O:20][CH3:19])=[CH:26][C:25]=3[O:27][CH3:28])[CH:8]=[CH:9][CH:10]=2)[N:5]=[N:4][C:3]=1[C:13]([NH:15][CH:16]1[CH2:18][CH2:17]1)=[O:14]. The yield is 0.800.